This data is from Catalyst prediction with 721,799 reactions and 888 catalyst types from USPTO. The task is: Predict which catalyst facilitates the given reaction. Reactant: [OH:1][C@@H:2]([CH2:29][OH:30])[CH2:3][NH:4][C:5]1[N:6]=[C:7]([N:16]2[CH2:21][CH2:20][N:19](C(OC(C)(C)C)=O)[CH2:18][CH2:17]2)[C:8]2[CH:13]=[C:12]([CH2:14][CH3:15])[S:11][C:9]=2[N:10]=1.Cl. Product: [CH2:14]([C:12]1[S:11][C:9]2[N:10]=[C:5]([NH:4][CH2:3][C@@H:2]([OH:1])[CH2:29][OH:30])[N:6]=[C:7]([N:16]3[CH2:21][CH2:20][NH:19][CH2:18][CH2:17]3)[C:8]=2[CH:13]=1)[CH3:15]. The catalyst class is: 71.